Dataset: Merck oncology drug combination screen with 23,052 pairs across 39 cell lines. Task: Regression. Given two drug SMILES strings and cell line genomic features, predict the synergy score measuring deviation from expected non-interaction effect. (1) Drug 1: CN(C)C(=N)N=C(N)N. Drug 2: C#Cc1cccc(Nc2ncnc3cc(OCCOC)c(OCCOC)cc23)c1. Cell line: OCUBM. Synergy scores: synergy=6.19. (2) Drug 1: C=CCn1c(=O)c2cnc(Nc3ccc(N4CCN(C)CC4)cc3)nc2n1-c1cccc(C(C)(C)O)n1. Drug 2: CS(=O)(=O)CCNCc1ccc(-c2ccc3ncnc(Nc4ccc(OCc5cccc(F)c5)c(Cl)c4)c3c2)o1. Cell line: NCIH460. Synergy scores: synergy=-4.87. (3) Drug 1: O=C(CCCCCCC(=O)Nc1ccccc1)NO. Drug 2: COC1CC2CCC(C)C(O)(O2)C(=O)C(=O)N2CCCCC2C(=O)OC(C(C)CC2CCC(OP(C)(C)=O)C(OC)C2)CC(=O)C(C)C=C(C)C(O)C(OC)C(=O)C(C)CC(C)C=CC=CC=C1C. Cell line: OCUBM. Synergy scores: synergy=-7.42. (4) Drug 1: CN1C(=O)C=CC2(C)C3CCC4(C)C(NC(=O)OCC(F)(F)F)CCC4C3CCC12. Drug 2: O=P1(N(CCCl)CCCl)NCCCO1. Cell line: DLD1. Synergy scores: synergy=3.75. (5) Drug 1: CN(C)C(=N)N=C(N)N. Drug 2: Cn1c(=O)n(-c2ccc(C(C)(C)C#N)cc2)c2c3cc(-c4cnc5ccccc5c4)ccc3ncc21. Cell line: MDAMB436. Synergy scores: synergy=14.0. (6) Drug 1: O=C(NOCC(O)CO)c1ccc(F)c(F)c1Nc1ccc(I)cc1F. Drug 2: NC1CCCCC1N.O=C(O)C(=O)O.[Pt+2]. Cell line: DLD1. Synergy scores: synergy=4.53. (7) Drug 1: CC1CC2C3CCC4=CC(=O)C=CC4(C)C3(F)C(O)CC2(C)C1(O)C(=O)CO. Drug 2: Cc1nc(Nc2ncc(C(=O)Nc3c(C)cccc3Cl)s2)cc(N2CCN(CCO)CC2)n1. Cell line: MSTO. Synergy scores: synergy=41.7.